From a dataset of NCI-60 drug combinations with 297,098 pairs across 59 cell lines. Regression. Given two drug SMILES strings and cell line genomic features, predict the synergy score measuring deviation from expected non-interaction effect. (1) Drug 1: C1=C(C(=O)NC(=O)N1)N(CCCl)CCCl. Drug 2: C1=CC(=CC=C1CCCC(=O)O)N(CCCl)CCCl. Cell line: COLO 205. Synergy scores: CSS=65.4, Synergy_ZIP=12.0, Synergy_Bliss=11.6, Synergy_Loewe=16.1, Synergy_HSA=18.4. (2) Drug 1: COC1=CC(=CC(=C1O)OC)C2C3C(COC3=O)C(C4=CC5=C(C=C24)OCO5)OC6C(C(C7C(O6)COC(O7)C8=CC=CS8)O)O. Drug 2: CC1=C(C(CCC1)(C)C)C=CC(=CC=CC(=CC(=O)O)C)C. Cell line: HOP-92. Synergy scores: CSS=47.8, Synergy_ZIP=-0.191, Synergy_Bliss=2.12, Synergy_Loewe=-7.34, Synergy_HSA=6.48. (3) Drug 1: CC1=C(C(CCC1)(C)C)C=CC(=CC=CC(=CC(=O)O)C)C. Drug 2: CCN(CC)CCCC(C)NC1=C2C=C(C=CC2=NC3=C1C=CC(=C3)Cl)OC. Cell line: OVCAR3. Synergy scores: CSS=7.61, Synergy_ZIP=-5.18, Synergy_Bliss=-1.62, Synergy_Loewe=-16.7, Synergy_HSA=-6.09. (4) Drug 1: CC(C1=C(C=CC(=C1Cl)F)Cl)OC2=C(N=CC(=C2)C3=CN(N=C3)C4CCNCC4)N. Drug 2: CN(C)C1=NC(=NC(=N1)N(C)C)N(C)C. Cell line: HCT-15. Synergy scores: CSS=2.74, Synergy_ZIP=0.105, Synergy_Bliss=1.15, Synergy_Loewe=-5.34, Synergy_HSA=-2.03. (5) Drug 1: COC1=C2C(=CC3=C1OC=C3)C=CC(=O)O2. Drug 2: C1C(C(OC1N2C=NC(=NC2=O)N)CO)O. Cell line: NCI-H522. Synergy scores: CSS=4.16, Synergy_ZIP=-2.34, Synergy_Bliss=-0.530, Synergy_Loewe=-12.4, Synergy_HSA=-5.55. (6) Drug 1: C(=O)(N)NO. Drug 2: C1=NNC2=C1C(=O)NC=N2. Cell line: HCC-2998. Synergy scores: CSS=35.0, Synergy_ZIP=-4.30, Synergy_Bliss=-7.04, Synergy_Loewe=-11.2, Synergy_HSA=-4.51. (7) Cell line: NCI-H522. Synergy scores: CSS=24.7, Synergy_ZIP=-6.79, Synergy_Bliss=-6.42, Synergy_Loewe=1.15, Synergy_HSA=0.670. Drug 2: CC1=C(N=C(N=C1N)C(CC(=O)N)NCC(C(=O)N)N)C(=O)NC(C(C2=CN=CN2)OC3C(C(C(C(O3)CO)O)O)OC4C(C(C(C(O4)CO)O)OC(=O)N)O)C(=O)NC(C)C(C(C)C(=O)NC(C(C)O)C(=O)NCCC5=NC(=CS5)C6=NC(=CS6)C(=O)NCCC[S+](C)C)O. Drug 1: CC1CCC2CC(C(=CC=CC=CC(CC(C(=O)C(C(C(=CC(C(=O)CC(OC(=O)C3CCCCN3C(=O)C(=O)C1(O2)O)C(C)CC4CCC(C(C4)OC)O)C)C)O)OC)C)C)C)OC. (8) Drug 1: CN(C)C1=NC(=NC(=N1)N(C)C)N(C)C. Drug 2: CCCCCOC(=O)NC1=NC(=O)N(C=C1F)C2C(C(C(O2)C)O)O. Cell line: SNB-75. Synergy scores: CSS=-4.34, Synergy_ZIP=-0.0158, Synergy_Bliss=-2.82, Synergy_Loewe=-4.50, Synergy_HSA=-4.48. (9) Drug 1: C1C(C(OC1N2C=C(C(=O)NC2=O)F)CO)O. Drug 2: CC1=C(C(=CC=C1)Cl)NC(=O)C2=CN=C(S2)NC3=CC(=NC(=N3)C)N4CCN(CC4)CCO. Cell line: KM12. Synergy scores: CSS=16.6, Synergy_ZIP=1.92, Synergy_Bliss=1.75, Synergy_Loewe=-11.9, Synergy_HSA=-1.26. (10) Drug 1: CC1=C(C(=CC=C1)Cl)NC(=O)C2=CN=C(S2)NC3=CC(=NC(=N3)C)N4CCN(CC4)CCO. Drug 2: C1C(C(OC1N2C=NC3=C2NC=NCC3O)CO)O. Cell line: 786-0. Synergy scores: CSS=10.1, Synergy_ZIP=-5.59, Synergy_Bliss=-1.82, Synergy_Loewe=-12.2, Synergy_HSA=-3.68.